This data is from Forward reaction prediction with 1.9M reactions from USPTO patents (1976-2016). The task is: Predict the product of the given reaction. (1) The product is: [CH3:11][O:12][C:13]1[CH:14]=[C:15]([C:16]([C:10]2[N:9]3[C:4]([CH:5]=[CH:6][CH:7]=[CH:8]3)=[CH:3][C:2]=2[CH3:1])=[O:17])[CH:19]=[CH:20][C:21]=1[N+:22]([O-:24])=[O:23]. Given the reactants [CH3:1][C:2]1[CH:3]=[C:4]2[N:9]([CH:10]=1)[CH:8]=[CH:7][CH:6]=[CH:5]2.[CH3:11][O:12][C:13]1[CH:14]=[C:15]([CH:19]=[CH:20][C:21]=1[N+:22]([O-:24])=[O:23])[C:16](Cl)=[O:17], predict the reaction product. (2) Given the reactants [Br:1][C:2]1[CH:7]=[CH:6][C:5]([NH:8][C:9]([N:11]2[CH2:16][CH2:15][N:14]([C:17]3[C:26]4[C:21](=[CH:22][C:23]([O:29][CH3:30])=[C:24]([O:27][CH3:28])[CH:25]=4)[N:20]=[CH:19][N:18]=3)[CH2:13][CH2:12]2)=[O:10])=[CH:4][CH:3]=1.[H-].[Na+].[CH3:33]I.[Cl-].[Na+], predict the reaction product. The product is: [Br:1][C:2]1[CH:7]=[CH:6][C:5]([N:8]([CH3:33])[C:9]([N:11]2[CH2:12][CH2:13][N:14]([C:17]3[C:26]4[C:21](=[CH:22][C:23]([O:29][CH3:30])=[C:24]([O:27][CH3:28])[CH:25]=4)[N:20]=[CH:19][N:18]=3)[CH2:15][CH2:16]2)=[O:10])=[CH:4][CH:3]=1.